Dataset: Reaction yield outcomes from USPTO patents with 853,638 reactions. Task: Predict the reaction yield, written as a fraction of the theoretical maximum amount of product (1.0 means a 100% yield; for example, 0.34 means a 34% yield). (1) The reactants are [CH3:1][N:2]([CH:10]1[CH2:15][CH2:14][N:13]([CH3:16])[CH2:12][CH2:11]1)[C:3]1[CH:8]=[CH:7][CH:6]=[C:5]([NH2:9])[N:4]=1.[Cl:17][C:18]1[CH:26]=[CH:25][CH:24]=[C:23]([F:27])[C:19]=1[C:20](Cl)=[O:21]. The catalyst is O1CCOCC1. The product is [ClH:17].[Cl:17][C:18]1[CH:26]=[CH:25][CH:24]=[C:23]([F:27])[C:19]=1[C:20]([NH:9][C:5]1[CH:6]=[CH:7][CH:8]=[C:3]([N:2]([CH3:1])[CH:10]2[CH2:15][CH2:14][N:13]([CH3:16])[CH2:12][CH2:11]2)[N:4]=1)=[O:21]. The yield is 0.830. (2) The reactants are [CH2:1]([NH:5][C:6](=[O:21])[C:7]([NH:9][C:10]1[CH:15]=[CH:14][C:13]([O:16][CH3:17])=[CH:12][C:11]=1[N+:18]([O-])=O)=[O:8])[CH2:2][CH2:3][CH3:4].CO. The catalyst is [Pd].CC(C)=O. The product is [NH2:18][C:11]1[CH:12]=[C:13]([O:16][CH3:17])[CH:14]=[CH:15][C:10]=1[NH:9][C:7](=[O:8])[C:6]([NH:5][CH2:1][CH2:2][CH2:3][CH3:4])=[O:21]. The yield is 0.901. (3) The reactants are [CH2:1]([O:3][CH:4]([O:14][CH2:15][CH3:16])[CH2:5][O:6][C:7]1[CH:8]=[CH:9][C:10](F)=[N:11][CH:12]=1)[CH3:2].CC(C)([O-])C.[K+].[CH3:23][C:24]1[N:25]=[CH:26][C:27]([NH:30][C:31]2[C:40]3[C:35](=[CH:36][CH:37]=[C:38]([OH:41])[CH:39]=3)[N:34]=[CH:33][N:32]=2)=[N:28][CH:29]=1. The catalyst is CS(C)=O. The product is [CH2:1]([O:3][CH:4]([O:14][CH2:15][CH3:16])[CH2:5][O:6][C:7]1[CH:8]=[CH:9][C:10]([O:41][C:38]2[CH:39]=[C:40]3[C:35](=[CH:36][CH:37]=2)[N:34]=[CH:33][N:32]=[C:31]3[NH:30][C:27]2[CH:26]=[N:25][C:24]([CH3:23])=[CH:29][N:28]=2)=[N:11][CH:12]=1)[CH3:2]. The yield is 0.800. (4) The reactants are Br[C:2]1[C:7](=[O:8])[CH:6]=[CH:5][N:4]([C:9]2[CH:14]=[CH:13][CH:12]=[C:11]([C:15]([F:18])([F:17])[F:16])[CH:10]=2)[N:3]=1.[C:19]1([C:25]2[O:26][CH:27]=[CH:28][C:29]=2B(O)O)[CH:24]=[CH:23][CH:22]=[CH:21][CH:20]=1.C([O-])([O-])=O.[Na+].[Na+]. The catalyst is COCCOC.O.C1C=CC([P]([Pd]([P](C2C=CC=CC=2)(C2C=CC=CC=2)C2C=CC=CC=2)([P](C2C=CC=CC=2)(C2C=CC=CC=2)C2C=CC=CC=2)[P](C2C=CC=CC=2)(C2C=CC=CC=2)C2C=CC=CC=2)(C2C=CC=CC=2)C2C=CC=CC=2)=CC=1. The product is [C:19]1([C:25]2[O:26][CH:27]=[CH:28][C:29]=2[C:2]2[C:7](=[O:8])[CH:6]=[CH:5][N:4]([C:9]3[CH:14]=[CH:13][CH:12]=[C:11]([C:15]([F:18])([F:17])[F:16])[CH:10]=3)[N:3]=2)[CH:20]=[CH:21][CH:22]=[CH:23][CH:24]=1. The yield is 0.0700. (5) The reactants are [CH3:1][C:2]([CH3:17])([CH3:16])[C:3]#[C:4][C:5]1[CH:10]=[C:9]([N+:11]([O-:13])=[O:12])[CH:8]=[C:7]([F:14])[C:6]=1[NH2:15].N1C=CC=CC=1.[C:24](Cl)(=[O:28])[CH2:25][CH2:26][CH3:27]. The catalyst is C(Cl)Cl. The product is [CH3:1][C:2]([CH3:17])([CH3:16])[C:3]#[C:4][C:5]1[CH:10]=[C:9]([N+:11]([O-:13])=[O:12])[CH:8]=[C:7]([F:14])[C:6]=1[NH:15][C:24](=[O:28])[CH2:25][CH2:26][CH3:27]. The yield is 0.620. (6) The reactants are [CH:1]([C:4]1([CH:10]([OH:14])[CH2:11][CH2:12][CH3:13])SCCCS1)([CH3:3])[CH3:2].C[OH:16]. The catalyst is C(#N)C. The product is [OH:14][CH:10]([CH2:11][CH2:12][CH3:13])[C:4](=[O:16])[CH:1]([CH3:3])[CH3:2]. The yield is 0.910. (7) The reactants are [K][N:2]1[C:10](=[O:11])[C:9]2[C:4](=[CH:5][CH:6]=[CH:7][CH:8]=2)[C:3]1=[O:12].[Cl:13][C:14]1[N:19]=[C:18]([Cl:20])[CH:17]=[C:16]([CH2:21]Cl)[N:15]=1.CN(C)C=O. The catalyst is O. The product is [Cl:13][C:14]1[N:15]=[C:16]([CH2:21][N:2]2[C:10](=[O:11])[C:9]3[C:4](=[CH:5][CH:6]=[CH:7][CH:8]=3)[C:3]2=[O:12])[CH:17]=[C:18]([Cl:20])[N:19]=1. The yield is 0.800. (8) The reactants are [O:1]1[CH:6]=[CH:5][CH2:4][CH2:3][CH2:2]1.[CH3:7][O:8][P:9]([CH:13]([C:15]1[CH:20]=[CH:19][CH:18]=[C:17]([C:21]#[N:22])[CH:16]=1)[OH:14])(=[O:12])[O:10][CH3:11]. The product is [CH3:7][O:8][P:9]([CH:13]([C:15]1[CH:20]=[CH:19][CH:18]=[C:17]([C:21]#[N:22])[CH:16]=1)[O:14][CH:6]1[CH2:5][CH2:4][CH2:3][CH2:2][O:1]1)(=[O:12])[O:10][CH3:11]. The yield is 1.00. The catalyst is C1(C)C=CC=CC=1.C1(C)C=CC(S(O)(=O)=O)=CC=1. (9) The reactants are [CH3:1][C:2]1[NH:20][C:5]2=[N:6][C:7]([N:14]3[CH2:19][CH2:18][O:17][CH2:16][CH2:15]3)=[CH:8][C:9]([C:10]([O:12][CH3:13])=[O:11])=[C:4]2[N:3]=1.Br[CH2:22][C:23]1[CH:28]=[CH:27][CH:26]=[C:25]([C:29]([F:32])([F:31])[F:30])[C:24]=1[CH3:33].C([O-])([O-])=O.[Na+].[Na+].O. The catalyst is CN(C=O)C. The product is [CH3:1][C:2]1[N:20]([CH2:22][C:23]2[CH:28]=[CH:27][CH:26]=[C:25]([C:29]([F:30])([F:31])[F:32])[C:24]=2[CH3:33])[C:5]2=[N:6][C:7]([N:14]3[CH2:15][CH2:16][O:17][CH2:18][CH2:19]3)=[CH:8][C:9]([C:10]([O:12][CH3:13])=[O:11])=[C:4]2[N:3]=1. The yield is 0.950. (10) The reactants are [Cl:1][C:2]1[CH:3]=[C:4]([C:9]2[S:10][CH:11]=[C:12]([C:15]([CH3:17])=O)[C:13]=2[OH:14])[CH:5]=[CH:6][C:7]=1[Cl:8].[NH:18]([C:20]([C:22]1[S:26][C:25]([C:27]([NH:29][CH2:30][CH2:31][C:32]([O:34][C:35]([CH3:38])([CH3:37])[CH3:36])=[O:33])=[O:28])=[CH:24][CH:23]=1)=[O:21])[NH2:19].O.C1(C)C=CC(S(O)(=O)=O)=CC=1.O. The catalyst is C(O)(C)C. The product is [Cl:1][C:2]1[CH:3]=[C:4]([C:9]2[S:10][CH:11]=[C:12]([C:15](=[N:19][NH:18][C:20]([C:22]3[S:26][C:25]([C:27]([NH:29][CH2:30][CH2:31][C:32]([O:34][C:35]([CH3:38])([CH3:37])[CH3:36])=[O:33])=[O:28])=[CH:24][CH:23]=3)=[O:21])[CH3:17])[C:13]=2[OH:14])[CH:5]=[CH:6][C:7]=1[Cl:8]. The yield is 0.850.